This data is from Reaction yield outcomes from USPTO patents with 853,638 reactions. The task is: Predict the reaction yield, written as a fraction of the theoretical maximum amount of product (1.0 means a 100% yield; for example, 0.34 means a 34% yield). (1) The reactants are C([O-])([O-])=O.[Na+].[Na+].[N+:7]([C:10]1[CH:15]=[CH:14][C:13](B(O)O)=[CH:12][CH:11]=1)([O-:9])=[O:8].FC(F)(F)S(O[C:25]1[CH2:30][CH2:29][N:28]([C:31]([O:33][C:34]([CH3:37])([CH3:36])[CH3:35])=[O:32])[CH2:27][CH:26]=1)(=O)=O.[Li+].[Cl-]. The catalyst is O1CCOCC1.CCOC(C)=O.C1C=CC([P]([Pd]([P](C2C=CC=CC=2)(C2C=CC=CC=2)C2C=CC=CC=2)([P](C2C=CC=CC=2)(C2C=CC=CC=2)C2C=CC=CC=2)[P](C2C=CC=CC=2)(C2C=CC=CC=2)C2C=CC=CC=2)(C2C=CC=CC=2)C2C=CC=CC=2)=CC=1. The product is [N+:7]([C:10]1[CH:15]=[CH:14][C:13]([C:25]2[CH2:30][CH2:29][N:28]([C:31]([O:33][C:34]([CH3:37])([CH3:36])[CH3:35])=[O:32])[CH2:27][CH:26]=2)=[CH:12][CH:11]=1)([O-:9])=[O:8]. The yield is 0.500. (2) The reactants are [Br:1][CH2:2][C:3]1[CH:12]=[CH:11][C:6]([C:7]([O:9][CH3:10])=[O:8])=[CH:5][CH:4]=1.[CH3:13][O:14][C:15]1[CH:24]=[CH:23][C:18]2[N:19]=[C:20]([SH:22])[NH:21][C:17]=2[CH:16]=1. The catalyst is CN(C=O)C. The product is [BrH:1].[CH3:10][O:9][C:7](=[O:8])[C:6]1[CH:11]=[CH:12][C:3]([CH2:2][S:22][C:20]2[NH:21][C:17]3[CH:16]=[C:15]([O:14][CH3:13])[CH:24]=[CH:23][C:18]=3[N:19]=2)=[CH:4][CH:5]=1. The yield is 0.910. (3) The reactants are [O:1]=[C:2]([C:8]1[CH:13]=[CH:12][CH:11]=[CH:10][CH:9]=1)[CH2:3][NH:4][C:5](=[O:7])[CH3:6].[C:14]([O-])(O)=[O:15].[Na+].C=O.[Na+].[Cl-]. The catalyst is CCO. The product is [OH:15][CH2:14][CH:3]([NH:4][C:5](=[O:7])[CH3:6])[C:2](=[O:1])[C:8]1[CH:13]=[CH:12][CH:11]=[CH:10][CH:9]=1. The yield is 0.720. (4) The reactants are [Cl:1][C:2]1[CH:7]=[CH:6][CH:5]=[C:4]([Cl:8])[C:3]=1[NH:9][C:10]([NH:12][C:13]1[S:14][C:15]([C:21]2[CH:26]=[CH:25][C:24]([F:27])=[CH:23][CH:22]=2)=[CH:16][C:17]=1[C:18](O)=[O:19])=[O:11].CN(C(ON1N=NC2C=CC=NC1=2)=[N+](C)C)C.F[P-](F)(F)(F)(F)F.CCN(C(C)C)C(C)C.Cl.[NH2:62][C@@H:63]([CH:68]1[CH2:73][CH2:72][CH2:71][CH2:70][CH2:69]1)[C:64]([O:66][CH3:67])=[O:65]. The catalyst is CN(C=O)C. The product is [CH:68]1([C@H:63]([NH:62][C:18]([C:17]2[CH:16]=[C:15]([C:21]3[CH:22]=[CH:23][C:24]([F:27])=[CH:25][CH:26]=3)[S:14][C:13]=2[NH:12][C:10]([NH:9][C:3]2[C:2]([Cl:1])=[CH:7][CH:6]=[CH:5][C:4]=2[Cl:8])=[O:11])=[O:19])[C:64]([O:66][CH3:67])=[O:65])[CH2:73][CH2:72][CH2:71][CH2:70][CH2:69]1. The yield is 0.710. (5) The product is [CH3:1][O:2][C:3]1[CH:8]=[C:7]2[C:6](=[CH:5][CH:4]=1)[N:12]=[CH:11][CH:10]=[C:9]2[C:13]([OH:24])=[O:29]. The reactants are [CH3:1][O:2][C:3]1[CH:4]=[CH:5][C:6]2[N:12]=[CH:11][CH:10]=[C:9]([C@@H:13]([OH:24])[C@H]3N4C[C@H](C=C)[C@@H](CC4)C3)[C:7]=2[CH:8]=1.C([OH:29])(C)(C)C.CC(C)([O-])C.[K+]. The catalyst is O. The yield is 0.460. (6) The reactants are Cl[CH2:2][C:3]1[CH:22]=[CH:21][C:6]([O:7][CH2:8][C:9]2[N:10]=[C:11]([C:15]3[CH:20]=[CH:19][CH:18]=[CH:17][CH:16]=3)[O:12][C:13]=2[CH3:14])=[CH:5][CH:4]=1.[OH:23][C:24]1[CH:29]=[CH:28][CH:27]=[CH:26][C:25]=1[CH2:30][C:31]([O:33][CH2:34][CH3:35])=[O:32].C(=O)([O-])[O-].[K+].[K+].CN(C)C=O. The catalyst is O. The product is [CH3:14][C:13]1[O:12][C:11]([C:15]2[CH:20]=[CH:19][CH:18]=[CH:17][CH:16]=2)=[N:10][C:9]=1[CH2:8][O:7][C:6]1[CH:21]=[CH:22][C:3]([CH2:2][O:23][C:24]2[CH:29]=[CH:28][CH:27]=[CH:26][C:25]=2[CH2:30][C:31]([O:33][CH2:34][CH3:35])=[O:32])=[CH:4][CH:5]=1. The yield is 0.540. (7) The reactants are C(OC([NH:8][C:9]1([C:18]([O:20][C@@H:21]2[CH:26]3[CH2:27][CH2:28][N:23]([CH2:24][CH2:25]3)[CH2:22]2)=[O:19])[C:17]2[C:12](=[CH:13][CH:14]=[CH:15][CH:16]=2)[CH2:11][CH2:10]1)=O)(C)(C)C.Cl.[O:30]1[CH2:35][CH2:34][O:33][CH2:32][CH2:31]1.[CH:36]([C:38]1[CH:67]=[CH:66][C:41]([C:42]([O:44][C@H:45]([C:56]2[CH:61]=CC(OC)=[C:58](OC)[CH:57]=2)[CH2:46][C:47]2[C:52]([Cl:53])=[CH:51][N+:50]([O-:54])=[CH:49][C:48]=2[Cl:55])=[O:43])=[CH:40][CH:39]=1)=O.CCN(CC)CC.C(O)(=O)C.[BH3-]C#N.[Na+]. The catalyst is CCOC(C)=O. The product is [Cl:53][C:52]1[CH:51]=[N+:50]([O-:54])[CH:49]=[C:48]([Cl:55])[C:47]=1[CH2:46][C@@H:45]([C:56]1[CH:57]=[CH:58][C:34]([O:33][CH3:32])=[C:35]([O:30][CH3:31])[CH:61]=1)[O:44][C:42]([C:41]1[CH:66]=[CH:67][C:38]([CH2:36][NH:8][C:9]2([C:18]([O:20][C@@H:21]3[CH:26]4[CH2:27][CH2:28][N:23]([CH2:24][CH2:25]4)[CH2:22]3)=[O:19])[C:17]3[C:12](=[CH:13][CH:14]=[CH:15][CH:16]=3)[CH2:11][CH2:10]2)=[CH:39][CH:40]=1)=[O:43]. The yield is 0.610. (8) The reactants are Cl.[NH2:2][CH2:3][CH2:4][C:5]([O:7][CH2:8][CH3:9])=[O:6].[F:10][C:11]1[CH:16]=[CH:15][CH:14]=[C:13](F)[C:12]=1[N+:18]([O-:20])=[O:19].C(=O)([O-])[O-].[K+].[K+]. The catalyst is C1COCC1. The product is [F:10][C:11]1[C:12]([N+:18]([O-:20])=[O:19])=[C:13]([NH:2][CH2:3][CH2:4][C:5]([O:7][CH2:8][CH3:9])=[O:6])[CH:14]=[CH:15][CH:16]=1. The yield is 0.880.